Dataset: Experimental lipophilicity measurements (octanol/water distribution) for 4,200 compounds from AstraZeneca. Task: Regression/Classification. Given a drug SMILES string, predict its absorption, distribution, metabolism, or excretion properties. Task type varies by dataset: regression for continuous measurements (e.g., permeability, clearance, half-life) or binary classification for categorical outcomes (e.g., BBB penetration, CYP inhibition). For this dataset (lipophilicity_astrazeneca), we predict Y. (1) The drug is COc1cc(-c2nnc(S)n2-c2cccc(C(F)(F)F)c2)cc(OC)c1OC. The Y is 2.27 logD. (2) The molecule is N#Cc1ccc2ccc(=O)n(CCN3CC[C@@H](NCc4cc5c(cn4)OCCO5)[C@@H](O)C3)c2c1. The Y is 0.450 logD. (3) The molecule is O=C(c1ccc(-c2noc(=O)[nH]2)cc1)N1CCC(N2CCC(Oc3ccc(Cl)c(Cl)c3)CC2)CC1. The Y is 2.24 logD. (4) The Y is 1.78 logD. The compound is O=c1[nH]n(CC#Cc2ccccc2)c(=O)c2c(=O)c3ccc(Cl)cc3[nH]c12. (5) The compound is CC[C@H](CO)Nc1nc(SCc2ccccc2)nc2[nH]c(=O)sc12. The Y is 3.22 logD. (6) The molecule is C[C@H](NC1=NC(=O)[C@@](C)(C(F)(F)F)S1)c1ccccc1F. The Y is 3.10 logD. (7) The molecule is Cc1ncc(-c2ccnc(Nc3ccc(C(=O)NC4CCN(C)CC4)cc3)n2)n1C(C)C. The Y is 1.87 logD. (8) The molecule is Cc1cc(CNc2nccc(Nc3cc(CCc4ccccc4)[nH]n3)n2)on1. The Y is 3.56 logD. (9) The compound is Cc1ccc(-c2cc(C(F)(F)F)nn2-c2ccc(S(N)(=O)=O)cc2)cc1. The Y is 3.42 logD.